Dataset: Full USPTO retrosynthesis dataset with 1.9M reactions from patents (1976-2016). Task: Predict the reactants needed to synthesize the given product. (1) Given the product [Cl:1][C:2]1[CH:9]=[CH:8][C:5]([CH:6]2[CH2:17][CH2:15][C:16]2=[O:34])=[CH:4][CH:3]=1, predict the reactants needed to synthesize it. The reactants are: [Cl:1][C:2]1[CH:9]=[CH:8][C:5]([CH:6]=O)=[CH:4][CH:3]=1.F[B-](F)(F)F.[CH:15]1([S+](C2C=CC=CC=2)C2C=CC=CC=2)[CH2:17][CH2:16]1.CC(C)([O-:34])C.[K+].F[B-](F)(F)F.[H+]. (2) Given the product [F:24][C:21]1[CH:22]=[CH:23][C:18]([N:5]2[C:6]([C:7]3[CH:17]=[CH:16][C:10]4[O:11][CH2:12][C:13](=[O:15])[NH:14][C:9]=4[CH:8]=3)=[C:2]([C:26]#[N:28])[CH:3]=[N:4]2)=[CH:19][CH:20]=1, predict the reactants needed to synthesize it. The reactants are: Br[C:2]1[CH:3]=[N:4][N:5]([C:18]2[CH:23]=[CH:22][C:21]([F:24])=[CH:20][CH:19]=2)[C:6]=1[C:7]1[CH:17]=[CH:16][C:10]2[O:11][CH2:12][C:13](=[O:15])[NH:14][C:9]=2[CH:8]=1.C[C:26]([N:28](C)C)=O. (3) Given the product [Cl:1][C:2]1[N:7]=[C:6]([NH:12][C:13]2[CH:18]=[CH:17][C:16]([CH3:19])=[CH:15][CH:14]=2)[CH:5]=[C:4]([CH2:9][CH2:10][CH3:11])[N:3]=1, predict the reactants needed to synthesize it. The reactants are: [Cl:1][C:2]1[N:7]=[C:6](Cl)[CH:5]=[C:4]([CH2:9][CH2:10][CH3:11])[N:3]=1.[NH2:12][C:13]1[CH:18]=[CH:17][C:16]([CH3:19])=[CH:15][CH:14]=1.C(N(CC)CC)C. (4) Given the product [Cl:1][C:2]1[C:3]([CH:4]=[CH:20][N+:17]([O-:19])=[O:18])=[CH:6][CH:7]=[CH:8][C:9]=1[O:10][CH3:11], predict the reactants needed to synthesize it. The reactants are: [Cl:1][C:2]1[C:9]([O:10][CH3:11])=[CH:8][CH:7]=[CH:6][C:3]=1[CH:4]=O.C([O-])(=O)C.[NH4+].[N+:17]([CH3:20])([O-:19])=[O:18]. (5) Given the product [ClH:1].[C:2](=[NH:10])([NH2:11])[CH2:3][CH2:4][CH2:5][CH:6]=[CH2:7], predict the reactants needed to synthesize it. The reactants are: [ClH:1].[C:2](=[NH:10])(OC)[CH2:3][CH2:4][CH2:5][CH:6]=[CH2:7].[NH3:11]. (6) The reactants are: C(OC(=O)[NH:7][C:8]1[CH:13]=[CH:12][C:11]([I:14])=[CH:10][C:9]=1[NH2:15])(C)(C)C.CC1(C)O[C:22](=[O:24])[CH:21]=[C:20]([C:25]2[S:26][CH:27]=[CH:28][CH:29]=2)O1.C(O)(C(F)(F)F)=O. Given the product [I:14][C:11]1[CH:12]=[CH:13][C:8]2[N:7]=[C:20]([C:25]3[S:26][CH:27]=[CH:28][CH:29]=3)[CH2:21][C:22](=[O:24])[NH:15][C:9]=2[CH:10]=1, predict the reactants needed to synthesize it.